This data is from Forward reaction prediction with 1.9M reactions from USPTO patents (1976-2016). The task is: Predict the product of the given reaction. (1) Given the reactants Br[C:2]1[CH:10]=[C:9]2[C:5]([CH2:6][N:7]([CH3:12])[C:8]2=[O:11])=[CH:4][CH:3]=1.[B:13]1([B:13]2[O:17][C:16]([CH3:19])([CH3:18])[C:15]([CH3:21])([CH3:20])[O:14]2)[O:17][C:16]([CH3:19])([CH3:18])[C:15]([CH3:21])([CH3:20])[O:14]1.C([O-])(=O)C.[K+].CS(C)=O, predict the reaction product. The product is: [CH3:12][N:7]1[CH2:6][C:5]2[C:9](=[CH:10][C:2]([B:13]3[O:17][C:16]([CH3:19])([CH3:18])[C:15]([CH3:21])([CH3:20])[O:14]3)=[CH:3][CH:4]=2)[C:8]1=[O:11]. (2) The product is: [ClH:1].[NH2:50][CH2:49][C@H:46]1[CH2:45][CH2:44][C@H:43]([C:41]([NH:40][C@H:25]([C:26](=[O:39])[NH:27][C:28]2[CH:29]=[CH:30][C:31]([C:34]3[N:35]=[N:36][NH:37][N:38]=3)=[CH:32][CH:33]=2)[CH2:24][C:21]2[CH:20]=[CH:19][C:18]([C:16]3[C:15]([CH3:58])=[CH:14][CH:13]=[C:12]([C:10]([NH:9][C@H:6]4[CH2:7][CH2:8][C@H:3]([OH:2])[CH2:4][CH2:5]4)=[O:11])[CH:17]=3)=[CH:23][CH:22]=2)=[O:42])[CH2:48][CH2:47]1. Given the reactants [ClH:1].[OH:2][C@H:3]1[CH2:8][CH2:7][C@H:6]([NH:9][C:10]([C:12]2[CH:13]=[CH:14][C:15]([CH3:58])=[C:16]([C:18]3[CH:23]=[CH:22][C:21]([CH2:24][C@H:25]([NH:40][C:41]([C@H:43]4[CH2:48][CH2:47][C@H:46]([CH2:49][NH:50]C(=O)OC(C)(C)C)[CH2:45][CH2:44]4)=[O:42])[C:26](=[O:39])[NH:27][C:28]4[CH:33]=[CH:32][C:31]([C:34]5[N:35]=[N:36][NH:37][N:38]=5)=[CH:30][CH:29]=4)=[CH:20][CH:19]=3)[CH:17]=2)=[O:11])[CH2:5][CH2:4]1, predict the reaction product.